Dataset: Full USPTO retrosynthesis dataset with 1.9M reactions from patents (1976-2016). Task: Predict the reactants needed to synthesize the given product. (1) The reactants are: C([N:4]1[CH2:8][CH2:7][CH:6]([NH:9][C:10](=[O:16])[O:11][C:12]([CH3:15])([CH3:14])[CH3:13])[CH2:5]1)(=O)C.[C:17](Cl)(=[O:21])[CH:18]([CH3:20])[CH3:19]. Given the product [C:17]([N:4]1[CH2:8][CH2:7][CH:6]([NH:9][C:10](=[O:16])[O:11][C:12]([CH3:14])([CH3:13])[CH3:15])[CH2:5]1)(=[O:21])[CH:18]([CH3:20])[CH3:19], predict the reactants needed to synthesize it. (2) Given the product [F:19][C:16]1[CH:17]=[CH:18][C:13]([CH2:12][N:5]2[C:6]3[C:11](=[CH:10][CH:9]=[CH:8][CH:7]=3)[C:2]([N:23]3[CH2:28][CH2:27][NH:26][CH2:25][CH2:24]3)=[C:3]([C:21]#[N:22])[C:4]2=[O:20])=[CH:14][CH:15]=1, predict the reactants needed to synthesize it. The reactants are: Cl[C:2]1[C:11]2[C:6](=[CH:7][CH:8]=[CH:9][CH:10]=2)[N:5]([CH2:12][C:13]2[CH:18]=[CH:17][C:16]([F:19])=[CH:15][CH:14]=2)[C:4](=[O:20])[C:3]=1[C:21]#[N:22].[NH:23]1[CH2:28][CH2:27][NH:26][CH2:25][CH2:24]1. (3) The reactants are: [C:1]([O:4][CH:5]([C@@H:8]1[CH2:12][C@H:11]([OH:13])[C@H:10]([N:14]2[C:18]3[N:19]=[C:20]([NH2:24])[NH:21][C:22](=[O:23])[C:17]=3[S:16][C:15]2=[O:25])[O:9]1)[CH2:6][CH3:7])(=[O:3])[CH3:2].N1C=CC=CC=1.[F:32][C:33]([F:46])([F:45])[S:34](O[S:34]([C:33]([F:46])([F:45])[F:32])(=[O:36])=[O:35])(=[O:36])=[O:35]. Given the product [C:1]([O:4][CH:5]([C@@H:8]1[CH2:12][C@H:11]([O:13][S:34]([C:33]([F:46])([F:45])[F:32])(=[O:36])=[O:35])[C@H:10]([N:14]2[C:18]3[N:19]=[C:20]([NH2:24])[NH:21][C:22](=[O:23])[C:17]=3[S:16][C:15]2=[O:25])[O:9]1)[CH2:6][CH3:7])(=[O:3])[CH3:2], predict the reactants needed to synthesize it. (4) Given the product [Cl:22][C:14]1[C:15]([CH3:17])=[N:16][C:11]([C:4]2[CH:5]=[CH:6][C:7]([O:9][CH3:10])=[CH:8][C:3]=2[O:2][CH3:1])=[C:12]([CH3:19])[N:13]=1, predict the reactants needed to synthesize it. The reactants are: [CH3:1][O:2][C:3]1[CH:8]=[C:7]([O:9][CH3:10])[CH:6]=[CH:5][C:4]=1[C:11]1[C:12]([CH3:19])=[N+:13]([O-])[CH:14]=[C:15]([CH3:17])[N:16]=1.O=P(Cl)(Cl)[Cl:22].